From a dataset of Forward reaction prediction with 1.9M reactions from USPTO patents (1976-2016). Predict the product of the given reaction. (1) Given the reactants C(OC([N:6]1[C:33]2[C:28](=[CH:29][CH:30]=[C:31]([Cl:34])[CH:32]=2)[C:8]2([CH:13]([CH:14]3[CH2:19][CH2:18][CH2:17][CH2:16][CH2:15]3)[CH2:12][C:11](=[O:20])[NH:10][CH:9]2[C:21]2[CH:26]=[CH:25][C:24]([Cl:27])=[CH:23][CH:22]=2)[C:7]1=[O:35])=O)C.[OH-].[Na+], predict the reaction product. The product is: [Cl:34][C:31]1[CH:32]=[C:33]2[NH:6][C:7](=[O:35])[C:8]3([CH:13]([CH:14]4[CH2:15][CH2:16][CH2:17][CH2:18][CH2:19]4)[CH2:12][C:11](=[O:20])[NH:10][CH:9]3[C:21]3[CH:22]=[CH:23][C:24]([Cl:27])=[CH:25][CH:26]=3)[C:28]2=[CH:29][CH:30]=1. (2) Given the reactants [CH3:1][N:2]1[CH2:7][CH2:6][N:5]([C:8]2[CH:14]=[CH:13][C:11]([NH2:12])=[CH:10][CH:9]=2)[CH2:4][CH2:3]1.Cl.[F:16][C:17]1[CH:18]=[C:19]2[C:24](=[C:25]([N:27]3[CH2:32][CH2:31][N:30]([CH3:33])[CH2:29][CH2:28]3)[CH:26]=1)[O:23][CH:22]([C:34](O)=[O:35])[CH2:21][CH2:20]2, predict the reaction product. The product is: [F:16][C:17]1[CH:18]=[C:19]2[C:24](=[C:25]([N:27]3[CH2:28][CH2:29][N:30]([CH3:33])[CH2:31][CH2:32]3)[CH:26]=1)[O:23][CH:22]([C:34]([NH:12][C:11]1[CH:13]=[CH:14][C:8]([N:5]3[CH2:4][CH2:3][N:2]([CH3:1])[CH2:7][CH2:6]3)=[CH:9][CH:10]=1)=[O:35])[CH2:21][CH2:20]2. (3) Given the reactants [CH2:1]([O:8][C:9]1[C:10](C(O)=O)=[CH:11][C:12]2[C:17]([CH:18]=1)=[CH:16][CH:15]=[C:14]([O:19][CH2:20][C:21]1[CH:26]=[CH:25][CH:24]=[CH:23][CH:22]=1)[CH:13]=2)[C:2]1[CH:7]=[CH:6][CH:5]=[CH:4][CH:3]=1.C([N:32]([CH2:35]C)CC)C.C1C=CC(P(N=[N+]=[N-])(C2C=CC=CC=2)=[O:44])=CC=1.O.[CH3:55][C:56]([OH:59])([CH3:58])[CH3:57], predict the reaction product. The product is: [C:56]([O:59][C:35](=[O:44])[NH:32][C:10]1[C:9]([O:8][CH2:1][C:2]2[CH:3]=[CH:4][CH:5]=[CH:6][CH:7]=2)=[CH:18][C:17]2[C:12](=[CH:13][C:14]([O:19][CH2:20][C:21]3[CH:22]=[CH:23][CH:24]=[CH:25][CH:26]=3)=[CH:15][CH:16]=2)[CH:11]=1)([CH3:58])([CH3:57])[CH3:55]. (4) Given the reactants [OH:1][C:2]1[CH:9]=[CH:8][C:5]([CH:6]=[O:7])=[CH:4][CH:3]=1.C(=O)([O-])[O-].[Cs+].[Cs+].Br[C:17]([CH3:26])([CH3:25])[C:18]([O:20][C:21]([CH3:24])([CH3:23])[CH3:22])=[O:19], predict the reaction product. The product is: [CH:6]([C:5]1[CH:8]=[CH:9][C:2]([O:1][C:17]([CH3:26])([CH3:25])[C:18]([O:20][C:21]([CH3:24])([CH3:23])[CH3:22])=[O:19])=[CH:3][CH:4]=1)=[O:7]. (5) Given the reactants [CH3:1][Li].[CH:3]12[O:8][CH:7]1[CH2:6][N:5]([C:9]([O:11][CH2:12][C:13]1[CH:18]=[CH:17][CH:16]=[CH:15][CH:14]=1)=[O:10])[CH:4]2[C:19]([O:21][CH2:22][CH3:23])=[O:20], predict the reaction product. The product is: [OH:8][CH:7]1[CH2:6][N:5]([C:9]([O:11][CH2:12][C:13]2[CH:18]=[CH:17][CH:16]=[CH:15][CH:14]=2)=[O:10])[CH:4]([C:19]([O:21][CH2:22][CH3:23])=[O:20])[CH:3]1[CH3:1].